From a dataset of Reaction yield outcomes from USPTO patents with 853,638 reactions. Predict the reaction yield, written as a fraction of the theoretical maximum amount of product (1.0 means a 100% yield; for example, 0.34 means a 34% yield). (1) The reactants are [F:1][C:2]1[CH:10]=[C:9]2[C:5]([C:6]([C:20]3[CH:21]=[C:22]([NH2:27])[C:23]([NH2:26])=[CH:24][CH:25]=3)=[CH:7][N:8]2[S:11]([C:14]2[CH:19]=[CH:18][CH:17]=[CH:16][CH:15]=2)(=[O:13])=[O:12])=[CH:4][CH:3]=1.C1C[O:31][CH2:30]C1. No catalyst specified. The product is [C:14]1([S:11]([N:8]2[C:9]3[C:5](=[CH:4][CH:3]=[C:2]([F:1])[CH:10]=3)[C:6]([C:20]3[CH:25]=[CH:24][C:23]4[NH:26][C:30](=[O:31])[NH:27][C:22]=4[CH:21]=3)=[CH:7]2)(=[O:13])=[O:12])[CH:15]=[CH:16][CH:17]=[CH:18][CH:19]=1. The yield is 0.880. (2) The reactants are [Al+3].[Cl-].[Cl-].[Cl-].C[N:6]([C:8](F)(F)[CH:9]([F:11])[F:10])C.[F:14][CH:15]([F:33])[C:16](=[N:18]N=C(C1C=CC=CC=1)C1C=CC=CC=1)[CH3:17].C(C1C=CC=CC=1)(=O)C1C=CC=CC=1. The catalyst is C(#N)C.O. The product is [F:10][CH:9]([F:11])[C:8]1[CH:17]=[C:16]([CH:15]([F:33])[F:14])[NH:18][N:6]=1. The yield is 0.850. (3) The yield is 0.870. The reactants are [CH2:1]([O:8][C:9]1[CH:17]=[CH:16][C:12]([C:13]([OH:15])=O)=[CH:11][CH:10]=1)[C:2]1[CH:7]=[CH:6][CH:5]=[CH:4][CH:3]=1.C(Cl)(=O)C(Cl)=O.[NH2:24][C:25]1[CH:26]=[C:27]([CH:34]=[CH:35][C:36]=1[CH3:37])[C:28]([NH:30][CH:31]1[CH2:33][CH2:32]1)=[O:29].N1C=CC=CC=1. The catalyst is C(Cl)Cl.CN(C=O)C. The product is [CH2:1]([O:8][C:9]1[CH:10]=[CH:11][C:12]([C:13]([NH:24][C:25]2[CH:26]=[C:27]([CH:34]=[CH:35][C:36]=2[CH3:37])[C:28]([NH:30][CH:31]2[CH2:32][CH2:33]2)=[O:29])=[O:15])=[CH:16][CH:17]=1)[C:2]1[CH:3]=[CH:4][CH:5]=[CH:6][CH:7]=1. (4) The reactants are [N:1]1[C:9]2[C:4](=[N:5][CH:6]=[CH:7][CH:8]=2)[S:3][C:2]=1[SH:10].[C:11](=O)([O-])[O-].[K+].[K+].IC. The catalyst is C1COCC1.C(OCC)(=O)C. The product is [CH3:11][S:10][C:2]1[S:3][C:4]2[C:9]([N:1]=1)=[CH:8][CH:7]=[CH:6][N:5]=2. The yield is 1.00. (5) The yield is 0.620. The catalyst is C1C=CC([P]([Pd]([P](C2C=CC=CC=2)(C2C=CC=CC=2)C2C=CC=CC=2)([P](C2C=CC=CC=2)(C2C=CC=CC=2)C2C=CC=CC=2)[P](C2C=CC=CC=2)(C2C=CC=CC=2)C2C=CC=CC=2)(C2C=CC=CC=2)C2C=CC=CC=2)=CC=1.C1(C)C=CC=CC=1.C(COC)OC. The reactants are CC1(C)C(C)(C)OB([C:9]2[CH:10]=[CH:11][C:12]3[C:16]4[CH:17]=[CH:18][C:19]([B:21]5[O:25][C:24]([CH3:27])([CH3:26])[C:23]([CH3:29])([CH3:28])[O:22]5)=[CH:20][C:15]=4[S:14][C:13]=3[CH:30]=2)O1.Br[C:33]1[CH:34]=[CH:35][C:36]2[N:40]=[C:39]([C@@H:41]3[CH2:45][CH2:44][CH2:43][N:42]3[C:46]([O:48][C:49]([CH3:52])([CH3:51])[CH3:50])=[O:47])[NH:38][C:37]=2[CH:53]=1.C(=O)([O-])[O-].[K+].[K+].ClC(Cl)C. The product is [CH3:27][C:24]1([CH3:26])[C:23]([CH3:28])([CH3:29])[O:22][B:21]([C:19]2[CH:18]=[CH:17][C:16]3[C:12]4[CH:11]=[CH:10][C:9]([C:33]5[CH:34]=[CH:35][C:36]6[N:40]=[C:39]([C@@H:41]7[CH2:45][CH2:44][CH2:43][N:42]7[C:46]([O:48][C:49]([CH3:51])([CH3:50])[CH3:52])=[O:47])[NH:38][C:37]=6[CH:53]=5)=[CH:30][C:13]=4[S:14][C:15]=3[CH:20]=2)[O:25]1. (6) The reactants are Cl[C:2]1[N:7]=[C:6]([C:8]2[N:12]3[CH:13]=[CH:14][CH:15]=[CH:16][C:11]3=[N:10][C:9]=2[C:17]2[CH:18]=[CH:19][C:20]([O:34][CH3:35])=[C:21]([CH:33]=2)[C:22]([NH:24][C:25]2[C:30]([F:31])=[CH:29][CH:28]=[CH:27][C:26]=2[F:32])=[O:23])[CH:5]=[CH:4][N:3]=1.[F:36][C:37]1[C:38]([CH2:46][CH2:47][N:48]2[CH2:53][CH2:52][CH2:51][CH2:50][CH2:49]2)=[CH:39][C:40]([O:44][CH3:45])=[C:41]([CH:43]=1)[NH2:42].C1(C)C=CC(S(O)(=O)=O)=CC=1.CC(O)C. The catalyst is C(Cl)Cl. The product is [F:32][C:26]1[CH:27]=[CH:28][CH:29]=[C:30]([F:31])[C:25]=1[NH:24][C:22](=[O:23])[C:21]1[CH:33]=[C:17]([C:9]2[N:10]=[C:11]3[CH:16]=[CH:15][CH:14]=[CH:13][N:12]3[C:8]=2[C:6]2[CH:5]=[CH:4][N:3]=[C:2]([NH:42][C:41]3[CH:43]=[C:37]([F:36])[C:38]([CH2:46][CH2:47][N:48]4[CH2:49][CH2:50][CH2:51][CH2:52][CH2:53]4)=[CH:39][C:40]=3[O:44][CH3:45])[N:7]=2)[CH:18]=[CH:19][C:20]=1[O:34][CH3:35]. The yield is 0.370. (7) The reactants are [F:1][C:2]1[CH:7]=[CH:6][CH:5]=[CH:4][C:3]=1[NH:8][C:9](=[O:29])[C@H:10]([O:12][C:13]1[CH:18]=[CH:17][C:16]([O:19][C:20]([F:28])=[CH:21][C:22]2[CH:27]=[CH:26][CH:25]=[CH:24][CH:23]=2)=[CH:15][CH:14]=1)[CH3:11].[H-].[Na+].[CH3:32]I. The catalyst is O1CCCC1. The product is [F:1][C:2]1[CH:7]=[CH:6][CH:5]=[CH:4][C:3]=1[N:8]([CH3:32])[C:9](=[O:29])[C@H:10]([O:12][C:13]1[CH:18]=[CH:17][C:16]([O:19][C:20]([F:28])=[CH:21][C:22]2[CH:23]=[CH:24][CH:25]=[CH:26][CH:27]=2)=[CH:15][CH:14]=1)[CH3:11]. The yield is 0.733. (8) The reactants are [Cl:1][C:2]1[N:7]=[CH:6][C:5]([S:8]([C:11]2[S:15][C:14]([CH2:16][N:17](C)[C:18](=O)OC(C)(C)C)=[N:13][C:12]=2[C:26]2[CH:31]=[CH:30][CH:29]=[CH:28][C:27]=2[F:32])(=[O:10])=[O:9])=[CH:4][CH:3]=1.C(OCC)(=O)C.C(OCC)(=O)C.Cl. The catalyst is C(O)C. The product is [ClH:1].[Cl:1][C:2]1[N:7]=[CH:6][C:5]([S:8]([C:11]2[S:15][C:14]([CH2:16][NH:17][CH3:18])=[N:13][C:12]=2[C:26]2[CH:31]=[CH:30][CH:29]=[CH:28][C:27]=2[F:32])(=[O:9])=[O:10])=[CH:4][CH:3]=1. The yield is 0.490.